From a dataset of Reaction yield outcomes from USPTO patents with 853,638 reactions. Predict the reaction yield, written as a fraction of the theoretical maximum amount of product (1.0 means a 100% yield; for example, 0.34 means a 34% yield). (1) The reactants are O1CCCC1.[NH2:6][C:7]1[C:12]([C:13]2[O:17][N:16]=[C:15]([CH2:18][C:19]3[CH:24]=[CH:23][C:22]([OH:25])=[CH:21][CH:20]=3)[CH:14]=2)=[CH:11][CH:10]=[C:9]([NH2:26])[N:8]=1.[OH-].[Na+].Cl[CH2:30][C:31]1[CH:36]=[CH:35][CH:34]=[C:33]([F:37])[N:32]=1. The catalyst is CN(C)C=O. The product is [F:37][C:33]1[N:32]=[C:31]([CH2:30][O:25][C:22]2[CH:23]=[CH:24][C:19]([CH2:18][C:15]3[CH:14]=[C:13]([C:12]4[C:7]([NH2:6])=[N:8][C:9]([NH2:26])=[CH:10][CH:11]=4)[O:17][N:16]=3)=[CH:20][CH:21]=2)[CH:36]=[CH:35][CH:34]=1. The yield is 0.110. (2) The reactants are F[C:2]1[CH:3]=[C:4]([CH:7]=[CH:8][C:9]=1[O:10][C:11]1[CH:12]=[CH:13][C:14]2[CH2:18][O:17][B:16]([OH:19])[C:15]=2[CH:20]=1)[C:5]#[N:6].C([O-])([O-])=O.[K+].[K+].[Cl:27]C1C=C(C=CC=1F)C#N.CCOC(C)=O. The catalyst is CS(C)=O. The product is [Cl:27][C:2]1[CH:3]=[C:4]([CH:7]=[CH:8][C:9]=1[O:10][C:11]1[CH:12]=[CH:13][C:14]2[CH2:18][O:17][B:16]([OH:19])[C:15]=2[CH:20]=1)[C:5]#[N:6]. The yield is 0.333. (3) The reactants are [C:1]([C:5]1[CH:6]=[C:7]([N:15]2[C:19]([CH:20]([CH:22]3[CH2:27][CH2:26][CH2:25][CH2:24][CH2:23]3)[OH:21])=[C:18]([CH3:28])[C:17]([C:29]([O:31][CH2:32][CH3:33])=[O:30])=[CH:16]2)[CH:8]=[C:9]([C:11]2([CH3:14])[CH2:13][CH2:12]2)[CH:10]=1)([CH3:4])([CH3:3])[CH3:2].CC(OI1(OC(C)=O)(OC(C)=O)OC(=O)C2C=CC=CC1=2)=O. The product is [C:1]([C:5]1[CH:6]=[C:7]([N:15]2[C:19]([C:20]([CH:22]3[CH2:23][CH2:24][CH2:25][CH2:26][CH2:27]3)=[O:21])=[C:18]([CH3:28])[C:17]([C:29]([O:31][CH2:32][CH3:33])=[O:30])=[CH:16]2)[CH:8]=[C:9]([C:11]2([CH3:14])[CH2:13][CH2:12]2)[CH:10]=1)([CH3:2])([CH3:3])[CH3:4]. The catalyst is C(Cl)Cl. The yield is 0.990. (4) The reactants are [Cl:1][C:2]1[N:10]=[C:9]2[C:5]([NH:6][CH:7]=[N:8]2)=[C:4](Cl)[N:3]=1.O.C1(C)C=CC(S(O)(=O)=O)=CC=1.[O:24]1[CH:29]=[CH:28][CH2:27][CH2:26][CH2:25]1.O.[NH3:31]. The catalyst is C(OCC)(=O)C.C(O)(C)C. The product is [Cl:1][C:2]1[N:10]=[C:9]2[C:5]([N:6]=[CH:7][N:8]2[CH:29]2[CH2:28][CH2:27][CH2:26][CH2:25][O:24]2)=[C:4]([NH2:31])[N:3]=1. The yield is 0.930.